The task is: Regression. Given a peptide amino acid sequence and an MHC pseudo amino acid sequence, predict their binding affinity value. This is MHC class I binding data.. This data is from Peptide-MHC class I binding affinity with 185,985 pairs from IEDB/IMGT. (1) The peptide sequence is LDDYNRRVTL. The MHC is H-2-Db with pseudo-sequence H-2-Db. The binding affinity (normalized) is 0.0641. (2) The peptide sequence is ISIYSRPKIK. The MHC is HLA-A03:01 with pseudo-sequence HLA-A03:01. The binding affinity (normalized) is 0.542. (3) The peptide sequence is RQNAAIEAL. The MHC is HLA-A23:01 with pseudo-sequence HLA-A23:01. The binding affinity (normalized) is 0.0847. (4) The peptide sequence is LVTRHADVI. The MHC is Patr-B0101 with pseudo-sequence Patr-B0101. The binding affinity (normalized) is 0.394. (5) The peptide sequence is ALPPRAYAM. The MHC is HLA-A68:01 with pseudo-sequence HLA-A68:01. The binding affinity (normalized) is 0. (6) The peptide sequence is RVRQAWDTL. The MHC is HLA-B27:05 with pseudo-sequence HLA-B27:05. The binding affinity (normalized) is 0.0847.